Dataset: Peptide-MHC class II binding affinity with 134,281 pairs from IEDB. Task: Regression. Given a peptide amino acid sequence and an MHC pseudo amino acid sequence, predict their binding affinity value. This is MHC class II binding data. The binding affinity (normalized) is 0.314. The peptide sequence is SVAYKAAVGATPEAK. The MHC is HLA-DPA10103-DPB10301 with pseudo-sequence HLA-DPA10103-DPB10301.